This data is from Full USPTO retrosynthesis dataset with 1.9M reactions from patents (1976-2016). The task is: Predict the reactants needed to synthesize the given product. Given the product [F:1][C:2]([F:11])([F:12])[C:3]1[CH:10]=[CH:9][C:6]([CH2:7][NH:8][C:30]2[C:29]3[N:33]=[CH:34][N:35]([C:28]=3[N:27]=[CH:26][N:31]=2)[C@@H:36]2[O:40][C@H:39]([CH2:41][OH:42])[C@@H:38]([OH:43])[C@H:37]2[OH:44])=[CH:5][CH:4]=1, predict the reactants needed to synthesize it. The reactants are: [F:1][C:2]([F:12])([F:11])[C:3]1[CH:10]=[CH:9][C:6]([CH2:7][NH2:8])=[CH:5][CH:4]=1.Cl.FC(F)(F)C1C=CC(CN)=CC=1.[CH:26]1[N:31]=[C:30](Cl)[C:29]2[N:33]=[CH:34][N:35]([C@@H:36]3[O:40][C@H:39]([CH2:41][OH:42])[C@@H:38]([OH:43])[C@H:37]3[OH:44])[C:28]=2[N:27]=1.C(N(CC)CC)C.